This data is from Forward reaction prediction with 1.9M reactions from USPTO patents (1976-2016). The task is: Predict the product of the given reaction. (1) The product is: [C:4]([O:3][C:1]([NH:8][CH:9]([CH:10]([CH3:11])[CH3:12])[C:13]([O:15][CH2:20][CH2:19][CH2:18][CH2:17][Cl:16])=[O:14])=[O:2])([CH3:5])([CH3:7])[CH3:6]. Given the reactants [C:1]([NH:8][C@H:9]([C:13]([OH:15])=[O:14])[CH:10]([CH3:12])[CH3:11])([O:3][C:4]([CH3:7])([CH3:6])[CH3:5])=[O:2].[Cl:16][CH2:17][CH2:18][CH2:19][CH2:20]O.ON1C2C=CC=CC=2N=N1.CN1CCOCC1.F[P-](F)(F)(F)(F)F.C[N+](C)=C(N(C)C)ON1C2C=CC=CC=2N=N1, predict the reaction product. (2) Given the reactants COC1C=CC(P2(SP(C3C=CC(OC)=CC=3)(=S)S2)=[S:10])=CC=1.O=[C:24]1[C@@:29]([O:35][C:36]2[CH:41]=[C:40]([F:42])[C:39]([F:43])=[C:38]([F:44])[CH:37]=2)([C:30]([O:32][CH2:33][CH3:34])=[O:31])[CH2:28][CH2:27][CH2:26][NH:25]1, predict the reaction product. The product is: [S:10]=[C:24]1[C@@:29]([O:35][C:36]2[CH:41]=[C:40]([F:42])[C:39]([F:43])=[C:38]([F:44])[CH:37]=2)([C:30]([O:32][CH2:33][CH3:34])=[O:31])[CH2:28][CH2:27][CH2:26][NH:25]1. (3) Given the reactants [NH2:1][C:2]1[C:7]([N+:8]([O-:10])=[O:9])=[CH:6][C:5](Br)=[CH:4][N:3]=1.[CH3:12][C:13]([O:16][C:17]([N:19]1[CH2:25][C:24]2[CH:26]=[C:27](B(O)O)[CH:28]=[CH:29][C:23]=2[O:22][CH2:21][CH2:20]1)=[O:18])([CH3:15])[CH3:14].ClCCl.C(N(C(C)C)CC)(C)C, predict the reaction product. The product is: [NH2:1][C:2]1[N:3]=[CH:4][C:5]([C:27]2[CH:28]=[CH:29][C:23]3[O:22][CH2:21][CH2:20][N:19]([C:17]([O:16][C:13]([CH3:14])([CH3:12])[CH3:15])=[O:18])[CH2:25][C:24]=3[CH:26]=2)=[CH:6][C:7]=1[N+:8]([O-:10])=[O:9].